From a dataset of Catalyst prediction with 721,799 reactions and 888 catalyst types from USPTO. Predict which catalyst facilitates the given reaction. (1) Reactant: [CH3:1][C:2]([CH3:26])([CH3:25])[CH2:3][C:4]([NH:6][C:7]1[CH:8]=[C:9]2[C:13](=[CH:14][CH:15]=1)[N:12]([C:16]1[CH:21]=[CH:20][CH:19]=[CH:18][CH:17]=1)[C:11]([C:22](O)=[O:23])=[CH:10]2)=[O:5].CN(C)CCCN=C=NCC.Cl.[NH2:39][C:40]1[CH:45]=[CH:44][C:43]([NH:46][C:47](=[O:53])[O:48][C:49]([CH3:52])([CH3:51])[CH3:50])=[CH:42][CH:41]=1. Product: [CH3:25][C:2]([CH3:1])([CH3:26])[CH2:3][C:4]([NH:6][C:7]1[CH:8]=[C:9]2[C:13](=[CH:14][CH:15]=1)[N:12]([C:16]1[CH:17]=[CH:18][CH:19]=[CH:20][CH:21]=1)[C:11]([C:22]([NH:39][C:40]1[CH:41]=[CH:42][C:43]([NH:46][C:47](=[O:53])[O:48][C:49]([CH3:51])([CH3:50])[CH3:52])=[CH:44][CH:45]=1)=[O:23])=[CH:10]2)=[O:5]. The catalyst class is: 119. (2) Product: [ClH:11].[NH:22]1[CH2:23][CH2:24][CH:25]([C:28]2[C:40]3[C:39]4[CH:38]=[CH:37][CH:36]=[CH:35][C:34]=4[C:33](=[O:41])[NH:32][C:31]=3[N:30]([CH3:42])[N:29]=2)[CH2:26][CH2:27]1. The catalyst class is: 15. Reactant: [Cl-].[Al+3].[Cl-].[Cl-].C(=O)([O-])[O-].[K+].[K+].[Cl:11]C(OCC)=O.C(OC([N:22]1[CH2:27][CH2:26][CH:25]([C:28]2[C:40]3[C:39]4[CH:38]=[CH:37][CH:36]=[CH:35][C:34]=4[C:33](=[O:41])[NH:32][C:31]=3[N:30]([CH3:42])[N:29]=2)[CH2:24][CH2:23]1)=O)C.C(OC(N1C2N(C)N=C(C3CCN(C(OCC)=O)CC3)C=2C2C=CC=CC=2C1=O)=O)C.Cl. (3) Reactant: Cl[C:2]1[C:7]([CH:8]=O)=[C:6]([O:10][C:11]2[C:12]([CH3:17])=[N:13][CH:14]=[CH:15][CH:16]=2)[N:5]=[CH:4][N:3]=1.[C:18]([O:22][C:23]([N:25]1[CH2:30][CH2:29][CH:28]([NH:31][NH2:32])[CH2:27][CH2:26]1)=[O:24])([CH3:21])([CH3:20])[CH3:19].C(=O)(O)[O-].[Na+]. Product: [C:18]([O:22][C:23]([N:25]1[CH2:26][CH2:27][CH:28]([N:31]2[C:2]3=[N:3][CH:4]=[N:5][C:6]([O:10][C:11]4[C:12]([CH3:17])=[N:13][CH:14]=[CH:15][CH:16]=4)=[C:7]3[CH:8]=[N:32]2)[CH2:29][CH2:30]1)=[O:24])([CH3:21])([CH3:19])[CH3:20]. The catalyst class is: 11. (4) Reactant: [NH2:1][CH2:2][C:3]([NH2:6])([CH3:5])[CH3:4].[N:7]#[C:8][Br:9]. Product: [BrH:9].[CH3:4][C:3]1([CH3:5])[NH:6][C:8]([NH2:7])=[N:1][CH2:2]1. The catalyst class is: 6. (5) Reactant: [NH2:1][C:2]1[N:10]=[CH:9][C:8]([Cl:11])=[CH:7][C:3]=1[C:4]([NH2:6])=[O:5].Br[CH2:13][C:14]1[CH:19]=[CH:18][C:17]([F:20])=[C:16]([S:21]([CH3:24])(=[O:23])=[O:22])[CH:15]=1.CO.C(OCC)(=O)C. Product: [ClH:11].[Cl:11][C:8]1[CH:7]=[C:3]([C:4]([NH2:6])=[O:5])[C:2](=[NH:1])[N:10]([CH2:13][C:14]2[CH:19]=[CH:18][C:17]([F:20])=[C:16]([S:21]([CH3:24])(=[O:23])=[O:22])[CH:15]=2)[CH:9]=1. The catalyst class is: 3. (6) Product: [CH:12]1([C:17]2[C:26]([CH2:27][C:28]3[CH:29]=[CH:30][C:31]([C:34]([F:35])([F:36])[F:37])=[CH:32][CH:33]=3)=[C:25]([CH:38]([CH3:39])[CH3:40])[CH:24]=[C:23]3[C:18]=2[C@@H:19]([OH:43])[CH2:20][C:21]([CH3:41])([CH3:42])[O:22]3)[CH2:13][CH2:14][CH2:15][CH2:16]1. The catalyst class is: 7. Reactant: N[C@@H]1C2C(=CC=CC=2)C[C@@H]1O.[CH:12]1([C:17]2[C:26]([CH2:27][C:28]3[CH:33]=[CH:32][C:31]([C:34]([F:37])([F:36])[F:35])=[CH:30][CH:29]=3)=[C:25]([CH:38]([CH3:40])[CH3:39])[CH:24]=[C:23]3[C:18]=2[C:19](=[O:43])[CH2:20][C:21]([CH3:42])([CH3:41])[O:22]3)[CH2:16][CH2:15][CH2:14][CH2:13]1.CO.